This data is from Forward reaction prediction with 1.9M reactions from USPTO patents (1976-2016). The task is: Predict the product of the given reaction. Given the reactants [NH2:1][C:2]1[N:7]=[C:6]([Cl:8])[CH:5]=[C:4](Cl)[N:3]=1.B([O-])[O-].[C:13]([O:17][C:18]([NH:20][C@@H:21]([CH2:25][C:26]1[CH:31]=[CH:30][C:29](B2OC(C)(C)C(C)(C)O2)=[CH:28][CH:27]=1)[C:22]([OH:24])=[O:23])=[O:19])([CH3:16])([CH3:15])[CH3:14].C(=O)([O-])[O-].[K+].[K+], predict the reaction product. The product is: [NH2:1][C:2]1[N:3]=[C:4]([C:29]2[CH:28]=[CH:27][C:26]([CH2:25][C@H:21]([NH:20][C:18]([O:17][C:13]([CH3:16])([CH3:15])[CH3:14])=[O:19])[C:22]([OH:24])=[O:23])=[CH:31][CH:30]=2)[CH:5]=[C:6]([Cl:8])[N:7]=1.